From a dataset of Reaction yield outcomes from USPTO patents with 853,638 reactions. Predict the reaction yield, written as a fraction of the theoretical maximum amount of product (1.0 means a 100% yield; for example, 0.34 means a 34% yield). (1) The reactants are CI.[CH:3]1[C:19]2[C:18]3CC4[C:15]5[CH:20]=[CH:21][CH:22]=[CH:23][C:14]=5[CH:13]=[CH:12][C:11]=4[C:10]=3[CH:9]=[CH:8][C:7]=2[CH:6]=[CH:5][CH:4]=1.[CH3:24][C:25]([CH3:28])([O-])[CH3:26].[K+].CS(C)=O. The catalyst is O. The product is [CH3:24][C:25]1([CH3:28])[C:18]2[C:19]3[CH:3]=[CH:4][CH:5]=[CH:6][C:7]=3[CH:8]=[CH:9][C:10]=2[C:11]2[CH:12]=[CH:13][C:14]3[CH:15]=[CH:20][CH:21]=[CH:22][C:23]=3[C:26]1=2. The yield is 0.587. (2) The product is [O:6]1[CH:5]=[CH:4][CH:3]=[C:2]1[CH:1]=[CH:9][C:10]1[CH:19]=[CH:18][C:17]2[C:12](=[CH:13][CH:14]=[CH:15][CH:16]=2)[CH:11]=1. The reactants are [CH:1](=O)[C:2]1[O:6][CH:5]=[CH:4][CH:3]=1.Br[CH2:9][C:10]1[CH:19]=[CH:18][C:17]2[C:12](=[CH:13][CH:14]=[CH:15][CH:16]=2)[CH:11]=1.C1([SiH2]C2C=CC=CC=2)C=CC=CC=1.CCN(C(C)C)C(C)C. The catalyst is C1(C)C=CC=CC=1. The yield is 0.720. (3) The reactants are [CH3:1][O:2][CH2:3][C@@H:4]1[C@H:6](/[CH:7]=[CH:8]/[C:9](/[CH3:14])=[CH:10]/[C:11]([OH:13])=[O:12])[C@@:5]1([CH3:27])[C:15]1[CH:20]=[C:19]([CH:21]([CH3:23])[CH3:22])[CH:18]=[C:17]([CH:24]([CH3:26])[CH3:25])[CH:16]=1.COC[C@H]1[C@@H](/C=C/C(/C)=C/C(OCC)=O)[C@]1(C)C1C=C(C(C)C)C=C(C(C)C)C=1. No catalyst specified. The product is [CH3:1][O:2][CH2:3][C@H:4]1[C@@H:6](/[CH:7]=[CH:8]/[C:9](/[CH3:14])=[CH:10]/[C:11]([OH:13])=[O:12])[C@:5]1([CH3:27])[C:15]1[CH:16]=[C:17]([CH:24]([CH3:25])[CH3:26])[CH:18]=[C:19]([CH:21]([CH3:23])[CH3:22])[CH:20]=1. The yield is 0.730. (4) No catalyst specified. The product is [CH2:1]([N:3]([CH2:20][CH3:21])[CH2:4][CH2:5][N:6]1[CH2:12][CH2:11][CH2:10][C:9]2[NH:13][C:14]([CH:17]=[C:25]3[C:24]4[C:28](=[CH:29][CH:30]=[CH:31][C:23]=4[CH3:22])[NH:27][C:26]3=[O:32])=[C:15]([CH3:16])[C:8]=2[C:7]1=[O:19])[CH3:2]. The reactants are [CH2:1]([N:3]([CH2:20][CH3:21])[CH2:4][CH2:5][N:6]1[CH2:12][CH2:11][CH2:10][C:9]2[NH:13][C:14]([CH:17]=O)=[C:15]([CH3:16])[C:8]=2[C:7]1=[O:19])[CH3:2].[CH3:22][C:23]1[CH:31]=[CH:30][CH:29]=[C:28]2[C:24]=1[CH2:25][C:26](=[O:32])[NH:27]2. The yield is 0.441. (5) The reactants are [CH2:1]([O:8][C:9]1[CH:10]=[C:11]([CH2:15][CH:16]([NH:22][C:23]([NH:25][CH2:26][C:27]2[CH:32]=[CH:31][C:30]([NH:33]C(OC(C)(C)C)=O)=[CH:29][CH:28]=2)=[O:24])[C:17]([O:19][CH2:20][CH3:21])=[O:18])[CH:12]=[CH:13][CH:14]=1)[C:2]1[CH:7]=[CH:6][CH:5]=[CH:4][CH:3]=1.C(O)(C(F)(F)F)=O. The catalyst is C(Cl)Cl. The product is [NH2:33][C:30]1[CH:29]=[CH:28][C:27]([CH2:26][NH:25][C:23](=[O:24])[NH:22][CH:16]([CH2:15][C:11]2[CH:12]=[CH:13][CH:14]=[C:9]([O:8][CH2:1][C:2]3[CH:3]=[CH:4][CH:5]=[CH:6][CH:7]=3)[CH:10]=2)[C:17]([O:19][CH2:20][CH3:21])=[O:18])=[CH:32][CH:31]=1. The yield is 0.910. (6) The reactants are [Cl:1][C:2]1[C:10]2[N:9]=[C:8]3[N:11]([C:15]4[CH:20]=[CH:19][C:18]([Cl:21])=[CH:17][C:16]=4[Cl:22])[CH2:12][CH2:13][CH2:14][N:7]3[C:6]=2[C:5]([CH:23]([OH:26])[CH2:24][CH3:25])=[CH:4][CH:3]=1.[H-].[Na+].[CH:29]1([CH2:32]Br)[CH2:31][CH2:30]1. The catalyst is CN(C)C=O. The product is [Cl:1][C:2]1[C:10]2[N:9]=[C:8]3[N:11]([C:15]4[CH:20]=[CH:19][C:18]([Cl:21])=[CH:17][C:16]=4[Cl:22])[CH2:12][CH2:13][CH2:14][N:7]3[C:6]=2[C:5]([CH:23]([O:26][CH2:32][CH:29]2[CH2:31][CH2:30]2)[CH2:24][CH3:25])=[CH:4][CH:3]=1. The yield is 0.910.